This data is from Catalyst prediction with 721,799 reactions and 888 catalyst types from USPTO. The task is: Predict which catalyst facilitates the given reaction. (1) Reactant: [Br:1][C:2]1[CH:18]=[CH:17][C:5]2[C:6]3[N:7]=[C:8]([C:14]([OH:16])=O)[S:9][C:10]=3[CH2:11][CH2:12][O:13][C:4]=2[CH:3]=1.[C:19]([O:23][C:24]([NH:26][NH:27][CH:28]([CH3:30])[CH3:29])=[O:25])([CH3:22])([CH3:21])[CH3:20].CCN(C(C)C)C(C)C.CN(C(ON1N=NC2C=CC=NC1=2)=[N+](C)C)C.F[P-](F)(F)(F)(F)F. Product: [C:19]([O:23][C:24]([NH:26][N:27]([C:14]([C:8]1[S:9][C:10]2[CH2:11][CH2:12][O:13][C:4]3[CH:3]=[C:2]([Br:1])[CH:18]=[CH:17][C:5]=3[C:6]=2[N:7]=1)=[O:16])[CH:28]([CH3:30])[CH3:29])=[O:25])([CH3:22])([CH3:21])[CH3:20]. The catalyst class is: 3. (2) Reactant: Cl.ClC1C=CC(NN)=CC=1.BrCCCC1C=CC(F)=CC=1.[Cl:22][C:23]1[CH:28]=[CH:27][C:26]([N:29]([CH2:31][CH2:32][CH2:33][C:34]2[CH:39]=[CH:38][C:37]([F:40])=[CH:36][CH:35]=2)N)=[CH:25][CH:24]=1.C(OC(OCC)CCCNC)C.ClC1C=C2[C:60](=CC=1)[N:59]([CH2:63][CH2:64][CH2:65][C:66]1[CH:71]=CC(F)=CC=1)C=C2CCNC.C=O.C(O)(C(F)(F)F)=O. Product: [Cl:22][C:23]1[CH:28]=[C:27]2[C:26](=[CH:25][CH:24]=1)[N:29]([CH2:31][CH2:32][CH2:33][C:34]1[CH:39]=[CH:38][C:37]([F:40])=[CH:36][CH:35]=1)[C:66]1[CH2:71][N:59]([CH3:60])[CH2:63][CH2:64][C:65]2=1. The catalyst class is: 556. (3) Reactant: Cl[C:2]1[CH:3]=[C:4]([CH:8]=[C:9]([C:12]2[CH:17]=[CH:16][CH:15]=[C:14]([OH:18])[CH:13]=2)[C:10]#[N:11])[CH:5]=[CH:6][CH:7]=1. Product: [NH2:11][CH2:10][CH:9]([C:12]1[CH:13]=[C:14]([OH:18])[CH:15]=[CH:16][CH:17]=1)[CH2:8][C:4]1[CH:5]=[CH:6][CH:7]=[CH:2][CH:3]=1. The catalyst class is: 19.